From a dataset of Forward reaction prediction with 1.9M reactions from USPTO patents (1976-2016). Predict the product of the given reaction. Given the reactants Cl.Cl.[Cl:3][C:4]1[CH:5]=[N:6][C:7]2[C:12]([C:13]=1[CH2:14][CH2:15][CH2:16][C:17]1([C:23]([O:25][CH2:26]C)=[O:24])[CH2:22][CH2:21][NH:20][CH2:19][CH2:18]1)=[CH:11][C:10]([O:28][CH3:29])=[CH:9][CH:8]=2.Br[CH2:31][CH2:32][S:33][C:34]1[CH:39]=[C:38]([F:40])[CH:37]=[CH:36][C:35]=1[F:41].[I-].[K+].C(=O)([O-])[O-:45].[K+].[K+], predict the reaction product. The product is: [Cl:3][C:4]1[CH:5]=[N:6][C:7]2[C:12]([C:13]=1[CH:14]([OH:45])[CH2:15][CH2:16][C:17]1([C:23]([O:25][CH3:26])=[O:24])[CH2:22][CH2:21][N:20]([CH2:31][CH2:32][S:33][C:34]3[CH:39]=[C:38]([F:40])[CH:37]=[CH:36][C:35]=3[F:41])[CH2:19][CH2:18]1)=[CH:11][C:10]([O:28][CH3:29])=[CH:9][CH:8]=2.